From a dataset of Reaction yield outcomes from USPTO patents with 853,638 reactions. Predict the reaction yield, written as a fraction of the theoretical maximum amount of product (1.0 means a 100% yield; for example, 0.34 means a 34% yield). (1) The reactants are [N+:1]([C:4]1[CH:5]=[C:6]([C:9]([O:11][CH2:12][CH3:13])=[O:10])[NH:7][CH:8]=1)([O-:3])=[O:2].[H-].[Na+].Br[CH2:17][C:18]([C:20]1[CH:25]=[CH:24][C:23]([O:26][CH3:27])=[CH:22][CH:21]=1)=[O:19]. The catalyst is CN(C=O)C. The product is [CH3:27][O:26][C:23]1[CH:24]=[CH:25][C:20]([C:18](=[O:19])[CH2:17][N:7]2[CH:8]=[C:4]([N+:1]([O-:3])=[O:2])[CH:5]=[C:6]2[C:9]([O:11][CH2:12][CH3:13])=[O:10])=[CH:21][CH:22]=1. The yield is 0.830. (2) The reactants are [C:1]([C:4]1[C:5]([O:14][CH2:15][CH3:16])=[C:6]([C:9]([CH3:13])=[C:10]([Cl:12])[CH:11]=1)[CH:7]=[O:8])(=[O:3])[CH3:2].O.[OH:18]P([O-])(O)=O.[Na+].OO.Cl([O-])=O.[Na+]. The catalyst is C(#N)C.O.Cl. The product is [C:1]([C:4]1[C:5]([O:14][CH2:15][CH3:16])=[C:6]([C:9]([CH3:13])=[C:10]([Cl:12])[CH:11]=1)[C:7]([OH:18])=[O:8])(=[O:3])[CH3:2]. The yield is 1.00. (3) The reactants are [CH2:1]([N:8]1[CH2:23][CH2:22][C:11]2[N:12]=[CH:13][N:14]=[C:15]([O:16][C@H:17]3[CH2:21][CH2:20][NH:19][CH2:18]3)[C:10]=2[CH2:9]1)[C:2]1[CH:7]=[CH:6][CH:5]=[CH:4][CH:3]=1.[O:24]1[CH2:29][CH2:28][CH:27]([C:30](Cl)=[O:31])[CH2:26][CH2:25]1.CCN(CC)CC. The catalyst is C(Cl)Cl. The product is [CH2:1]([N:8]1[CH2:23][CH2:22][C:11]2[N:12]=[CH:13][N:14]=[C:15]([O:16][C@H:17]3[CH2:21][CH2:20][N:19]([C:30]([CH:27]4[CH2:28][CH2:29][O:24][CH2:25][CH2:26]4)=[O:31])[CH2:18]3)[C:10]=2[CH2:9]1)[C:2]1[CH:7]=[CH:6][CH:5]=[CH:4][CH:3]=1. The yield is 0.730. (4) The reactants are C(N(CC)CC)C.[CH:8]([C:10]1[C:18]2[C:13](=[CH:14][CH:15]=[CH:16][CH:17]=2)[N:12](C(OC(C)(C)C)=O)[CH:11]=1)=[O:9].[CH:26](=[N:33][C:34]1[CH:41]=[CH:40][C:37]([C:38]#[N:39])=[C:36]([O:42][CH3:43])[CH:35]=1)[C:27]1[CH:32]=[CH:31][CH:30]=[CH:29][CH:28]=1. The catalyst is [Cl-].C([N+]1C(C)=C(CCO)SC=1)C1C=CC=CC=1.C(O)C. The product is [NH:12]1[C:13]2[C:18](=[CH:17][CH:16]=[CH:15][CH:14]=2)[C:10]([C:8](=[O:9])[CH:26]([NH:33][C:34]2[CH:41]=[CH:40][C:37]([C:38]#[N:39])=[C:36]([O:42][CH3:43])[CH:35]=2)[C:27]2[CH:28]=[CH:29][CH:30]=[CH:31][CH:32]=2)=[CH:11]1. The yield is 0.260. (5) The reactants are [Br:1][C:2]1[CH:7]=[CH:6][C:5]([C:8]2O[C:11]([C@@H:13]3[CH2:17][CH2:16][CH2:15][N:14]3[C:18]([O:20][C:21]([CH3:24])([CH3:23])[CH3:22])=[O:19])=[N:10][N:9]=2)=[CH:4][CH:3]=1.C([O-])(=O)C.[NH4+:29].C1(C)C=CC=CC=1. The catalyst is C(OCC)(=O)C. The product is [Br:1][C:2]1[CH:7]=[CH:6][C:5]([C:8]2[NH:29][C:11]([C@@H:13]3[CH2:17][CH2:16][CH2:15][N:14]3[C:18]([O:20][C:21]([CH3:24])([CH3:23])[CH3:22])=[O:19])=[N:10][N:9]=2)=[CH:4][CH:3]=1. The yield is 0.178. (6) The reactants are COC(C1[CH:10]=[CH:9][CH:8]=[C:7]([C:11]([F:14])([F:13])[F:12])[N:6]=1)=O.C1COCC1.C[Mg]Cl.Cl.[C:24]([O:28]C)([CH3:27])([CH3:26])[CH3:25]. The catalyst is O. The product is [F:12][C:11]([F:14])([F:13])[C:7]1[N:6]=[C:25]([C:24]([OH:28])([CH3:27])[CH3:26])[CH:10]=[CH:9][CH:8]=1. The yield is 0.900. (7) The reactants are [CH3:1][C:2]1[CH:7]=[CH:6][C:5]([N:8]2[CH:12]=[CH:11][NH:10][C:9]2=[O:13])=[CH:4][CH:3]=1.NCCN(C)C.[Br:20][C:21]1[CH:28]=[CH:27][CH:26]=[C:25](Br)[C:22]=1[CH:23]=[O:24].C([O-])([O-])=O.[Cs+].[Cs+]. The catalyst is O1CCOCC1.O.[Cu]I. The product is [Br:20][C:21]1[CH:28]=[CH:27][CH:26]=[C:25]([N:10]2[CH:11]=[CH:12][N:8]([C:5]3[CH:4]=[CH:3][C:2]([CH3:1])=[CH:7][CH:6]=3)[C:9]2=[O:13])[C:22]=1[CH:23]=[O:24]. The yield is 0.730. (8) The reactants are [NH2:1][C:2]1[CH:9]=[C:8]([F:10])[C:7]([F:11])=[CH:6][C:3]=1[C:4]#[N:5].Cl[C:13]([O:15][CH2:16][CH3:17])=[O:14].C([O-])(O)=O.[Na+]. The catalyst is C(Cl)Cl. The product is [C:4]([C:3]1[CH:6]=[C:7]([F:11])[C:8]([F:10])=[CH:9][C:2]=1[NH:1][C:13](=[O:14])[O:15][CH2:16][CH3:17])#[N:5]. The yield is 0.840.